This data is from Choline transporter screen with 302,306 compounds. The task is: Binary Classification. Given a drug SMILES string, predict its activity (active/inactive) in a high-throughput screening assay against a specified biological target. (1) The compound is s1c(nnc1NC(=O)CCN1C(=O)c2c(C1=O)cccc2)C(C)C. The result is 0 (inactive). (2) The drug is Clc1cc(n2c(=O)c3c([nH]c2=S)cc(cc3)C(O)=O)ccc1F. The result is 0 (inactive). (3) The drug is S(=O)(=O)(N1CCN(CC1)CC(=O)Nc1cc(OC)ccc1)c1ccc(OC)cc1. The result is 0 (inactive). (4) The molecule is s1cc(CC(=O)Nc2c(OC)cc(OC)cc2)cc1. The result is 0 (inactive). (5) The molecule is O=C(NC(CC)C)CCc1n2nc(N3CCC(CC3)C)ccc2nn1. The result is 0 (inactive). (6) The molecule is o1c2c(c(c3ccccc3)cc1=O)ccc(OCC(=O)NCc1ncccc1)c2. The result is 0 (inactive). (7) The result is 0 (inactive). The drug is s1c(N(C(=O)c2ccncc2)C)nnc1c1ncccc1. (8) The result is 0 (inactive). The drug is S=c1n(CCCN2CCCCCC2)c(=O)c2c([nH]1)ccc(N1CCOCC1)c2. (9) The molecule is S(c1nc([nH]c1[N+]([O-])=O)C)CC(=O)N\N=C(\c1ccc(F)cc1)C. The result is 0 (inactive). (10) The compound is O=c1n(Cc2ccccc2)c(N)c(NC=O)c(=O)n1Cc1ccccc1. The result is 0 (inactive).